From a dataset of Forward reaction prediction with 1.9M reactions from USPTO patents (1976-2016). Predict the product of the given reaction. (1) The product is: [F:8][C:4]1[CH:5]=[CH:6][CH:7]=[C:2]([F:1])[C:3]=1[CH:9]1[NH:14][C:13]2[CH:15]=[CH:16][C:17]([C:30]3[N:31]=[C:32]([C:34]4[CH:39]=[CH:38][CH:37]=[CH:36][N:35]=4)[S:33][C:29]=3[CH3:28])=[CH:18][C:12]=2[O:11][CH2:10]1. Given the reactants [F:1][C:2]1[CH:7]=[CH:6][CH:5]=[C:4]([F:8])[C:3]=1[CH:9]1[NH:14][C:13]2[CH:15]=[CH:16][C:17](B3OC(C)(C)C(C)(C)O3)=[CH:18][C:12]=2[O:11][CH2:10]1.[CH3:28][C:29]1[S:33][C:32]([C:34]2[CH:39]=[CH:38][CH:37]=[CH:36][N:35]=2)=[N:31][C:30]=1OS(C(F)(F)F)(=O)=O, predict the reaction product. (2) Given the reactants O[CH:2]=[C:3]1[C:11]2[C:6](=[CH:7][C:8]([C:12]([C:14]3[CH:15]=[C:16]([NH:20][C:21]([C:23]4[C:24]([CH3:30])=[N:25][N:26]([CH3:29])[C:27]=4[Cl:28])=[O:22])[CH:17]=[CH:18][CH:19]=3)=[O:13])=[CH:9][CH:10]=2)[NH:5][C:4]1=[O:31].[CH3:32][N:33]1[CH2:38][CH2:37][N:36]([C:39]2[CH:44]=[CH:43][C:42]([NH2:45])=[CH:41][CH:40]=2)[CH2:35][CH2:34]1, predict the reaction product. The product is: [CH3:32][N:33]1[CH2:34][CH2:35][N:36]([C:39]2[CH:44]=[CH:43][C:42]([NH:45][CH:2]=[C:3]3[C:11]4[C:6](=[CH:7][C:8]([C:12]([C:14]5[CH:15]=[C:16]([NH:20][C:21]([C:23]6[C:24]([CH3:30])=[N:25][N:26]([CH3:29])[C:27]=6[Cl:28])=[O:22])[CH:17]=[CH:18][CH:19]=5)=[O:13])=[CH:9][CH:10]=4)[NH:5][C:4]3=[O:31])=[CH:41][CH:40]=2)[CH2:37][CH2:38]1. (3) Given the reactants [Br:1][CH2:2][C@H:3]([C:5]1[CH:6]=[CH:7][C:8]([Cl:16])=[C:9]([NH:11][S:12]([CH3:15])(=[O:14])=[O:13])[CH:10]=1)[OH:4].BrC[C@@H](C1C=CC(OCC2C=CC=CC=2)=C([N+]([O-])=O)C=1)O, predict the reaction product. The product is: [Br:1][CH2:2][C:3]([C:5]1[CH:6]=[CH:7][C:8]([Cl:16])=[C:9]([NH:11][S:12]([CH3:15])(=[O:13])=[O:14])[CH:10]=1)=[O:4]. (4) Given the reactants [Br:1][C:2]1[CH:8]=[CH:7][C:5]([NH2:6])=[C:4]([Cl:9])[CH:3]=1.[C:10](Cl)(Cl)=[S:11], predict the reaction product. The product is: [Br:1][C:2]1[CH:8]=[CH:7][C:5]([N:6]=[C:10]=[S:11])=[C:4]([Cl:9])[CH:3]=1.